From a dataset of Full USPTO retrosynthesis dataset with 1.9M reactions from patents (1976-2016). Predict the reactants needed to synthesize the given product. (1) The reactants are: [CH3:1][O:2][C:3]1[N:8]=[CH:7][C:6]([C@@H:9]([N:14]2[CH:18]=[CH:17][N:16]([CH2:19][CH2:20][CH2:21][C:22]3[CH:23]=[CH:24][C:25]4[CH2:31][CH2:30][CH2:29][CH2:28][NH:27][C:26]=4[N:32]=3)[C:15]2=[O:33])[CH2:10][C:11]([OH:13])=[O:12])=[CH:5][CH:4]=1.[OH-].[Na+].[H][H]. Given the product [CH3:1][O:2][C:3]1[N:8]=[CH:7][C:6]([C@@H:9]([N:14]2[CH2:18][CH2:17][N:16]([CH2:19][CH2:20][CH2:21][C:22]3[CH:23]=[CH:24][C:25]4[CH2:31][CH2:30][CH2:29][CH2:28][NH:27][C:26]=4[N:32]=3)[C:15]2=[O:33])[CH2:10][C:11]([OH:13])=[O:12])=[CH:5][CH:4]=1, predict the reactants needed to synthesize it. (2) Given the product [CH3:1][O:2][C:3]([C:5]1[CH:14]=[C:13]2[C:8]([C@@H:9]([NH:15][C:29]([O:28][C:24]([CH3:27])([CH3:26])[CH3:25])=[O:30])[CH2:10][CH2:11][S:12]2)=[CH:7][C:6]=1[O:16][CH3:17])=[O:4], predict the reactants needed to synthesize it. The reactants are: [CH3:1][O:2][C:3]([C:5]1[CH:14]=[C:13]2[C:8]([C@@H:9]([NH2:15])[CH2:10][CH2:11][S:12]2)=[CH:7][C:6]=1[O:16][CH3:17])=[O:4].C(=O)([O-])[O-].[K+].[K+].[C:24]([O:28][C:29](O[C:29]([O:28][C:24]([CH3:27])([CH3:26])[CH3:25])=[O:30])=[O:30])([CH3:27])([CH3:26])[CH3:25]. (3) Given the product [O:15]1[CH:16]=[CH:17][CH:18]=[C:14]1[C:5]1[N:4]=[C:3]([NH2:19])[C:2]([C:28]#[C:27][C:29]2[CH:34]=[CH:33][CH:32]=[CH:31][CH:30]=2)=[CH:7][C:6]=1[C:8]1[CH:13]=[CH:12][N:11]=[CH:10][N:9]=1, predict the reactants needed to synthesize it. The reactants are: Br[C:2]1[C:3]([NH2:19])=[N:4][C:5]([C:14]2[O:15][CH:16]=[CH:17][CH:18]=2)=[C:6]([C:8]2[CH:13]=[CH:12][N:11]=[CH:10][N:9]=2)[CH:7]=1.C(N(CC)CC)C.[C:27]([C:29]1[CH:34]=[CH:33][CH:32]=[CH:31][CH:30]=1)#[CH:28].